Task: Predict which catalyst facilitates the given reaction.. Dataset: Catalyst prediction with 721,799 reactions and 888 catalyst types from USPTO (1) Reactant: C[Si](OS(C(F)(F)F)(=O)=O)(C)C.[Cl:13][C:14]([Cl:52])([Cl:51])[CH2:15][O:16][C:17]([C@@H:19]1[CH2:24][CH2:23][CH2:22][N:21]([C:25](=[O:50])[C@@H:26]([NH:42][C:43](OC(C)(C)C)=[O:44])[CH2:27][C:28]2[CH:33]=[CH:32][CH:31]=[C:30]([O:34][Si:35]([C:38]([CH3:41])([CH3:40])[CH3:39])([CH3:37])[CH3:36])[CH:29]=2)[NH:20]1)=[O:18].C(N(CC)C(C)C)(C)C.[C:62]([O:66][C:67]([NH:69][C@@H:70]([CH2:74][C:75]1[CH:80]=[CH:79][C:78]([O:81][CH3:82])=[CH:77][CH:76]=1)C(O)=O)=[O:68])([CH3:65])([CH3:64])[CH3:63]. Product: [Cl:13][C:14]([Cl:52])([Cl:51])[CH2:15][O:16][C:17]([C@@H:19]1[CH2:24][CH2:23][CH2:22][N:21]([C:25](=[O:50])[C@@H:26]([NH:42][C:43](=[O:44])[C@@H:70]([NH:69][C:67]([O:66][C:62]([CH3:65])([CH3:64])[CH3:63])=[O:68])[CH2:74][C:75]2[CH:76]=[CH:77][C:78]([O:81][CH3:82])=[CH:79][CH:80]=2)[CH2:27][C:28]2[CH:33]=[CH:32][CH:31]=[C:30]([O:34][Si:35]([C:38]([CH3:39])([CH3:41])[CH3:40])([CH3:37])[CH3:36])[CH:29]=2)[NH:20]1)=[O:18]. The catalyst class is: 545. (2) Reactant: [F:1][C:2]1[CH:10]=[C:9]([CH:11]=[O:12])[CH:8]=[CH:7][C:3]=1[C:4](Cl)=[O:5].C(N(C(C)C)C(C)C)C.[CH2:22]([C:29]1[CH:34]=[CH:33][C:32]([NH2:35])=[C:31]([I:36])[CH:30]=1)[C:23]1[CH:28]=[CH:27][CH:26]=[CH:25][CH:24]=1.Cl. Product: [CH2:22]([C:29]1[CH:34]=[CH:33][C:32]([NH:35][C:4](=[O:5])[C:3]2[CH:7]=[CH:8][C:9]([CH:11]=[O:12])=[CH:10][C:2]=2[F:1])=[C:31]([I:36])[CH:30]=1)[C:23]1[CH:24]=[CH:25][CH:26]=[CH:27][CH:28]=1. The catalyst class is: 116. (3) Reactant: [N+:1]([C:4]1[CH:5]=[C:6]([C:10]([O:12][CH3:13])=[O:11])[S:7][C:8]=1[CH3:9])([O-:3])=[O:2].[CH2:14]([O:21][C:22]1[CH:29]=[C:28]([O:30][CH2:31][C:32]2[CH:37]=[CH:36][CH:35]=[CH:34][CH:33]=2)[CH:27]=[CH:26][C:23]=1[CH:24]=O)[C:15]1[CH:20]=[CH:19][CH:18]=[CH:17][CH:16]=1.N1CCCC1. Product: [CH2:14]([O:21][C:22]1[CH:29]=[C:28]([O:30][CH2:31][C:32]2[CH:37]=[CH:36][CH:35]=[CH:34][CH:33]=2)[CH:27]=[CH:26][C:23]=1/[CH:24]=[CH:9]/[C:8]1[S:7][C:6]([C:10]([O:12][CH3:13])=[O:11])=[CH:5][C:4]=1[N+:1]([O-:3])=[O:2])[C:15]1[CH:16]=[CH:17][CH:18]=[CH:19][CH:20]=1. The catalyst class is: 8. (4) The catalyst class is: 25. Reactant: [CH:1]1([C:4]2[NH:8][C:7]3[CH:9]=[C:10]([C:21]4[C:22]([CH3:27])=[N:23][O:24][C:25]=4[CH3:26])[CH:11]=[C:12]([C:13]([C:15]4[CH:16]=[N:17][CH:18]=[CH:19][CH:20]=4)=[CH2:14])[C:6]=3[N:5]=2)[CH2:3][CH2:2]1. Product: [CH:1]1([C:4]2[NH:8][C:7]3[CH:9]=[C:10]([C:21]4[C:22]([CH3:27])=[N:23][O:24][C:25]=4[CH3:26])[CH:11]=[C:12]([CH:13]([C:15]4[CH:16]=[N:17][CH:18]=[CH:19][CH:20]=4)[CH3:14])[C:6]=3[N:5]=2)[CH2:3][CH2:2]1. (5) Reactant: [OH:1][C:2]1[C:7](=[O:8])[CH:6]=[CH:5][O:4][C:3]=1[CH3:9].[N+:10]([C:13]1[CH:18]=[C:17]([N+:19]([O-:21])=[O:20])[CH:16]=[CH:15][C:14]=1[S:22](Cl)(=[O:24])=[O:23])([O-:12])=[O:11]. Product: [N+:10]([C:13]1[CH:18]=[C:17]([N+:19]([O-:21])=[O:20])[CH:16]=[CH:15][C:14]=1[S:22]([O:1][C:2]1[C:7](=[O:8])[CH:6]=[CH:5][O:4][C:3]=1[CH3:9])(=[O:24])=[O:23])([O-:12])=[O:11]. The catalyst class is: 17.